From a dataset of Reaction yield outcomes from USPTO patents with 853,638 reactions. Predict the reaction yield, written as a fraction of the theoretical maximum amount of product (1.0 means a 100% yield; for example, 0.34 means a 34% yield). (1) The reactants are [C:1]([O:10][CH:11]([CH3:13])[CH3:12])(=[O:9])[CH2:2][C:3]([O:5][CH:6]([CH3:8])[CH3:7])=[O:4].[H-].[Na+].[N+:16]([C:19]1[CH:26]=[CH:25][C:22]([CH2:23]Br)=[CH:21][CH:20]=1)([O-:18])=[O:17]. The catalyst is CN(C=O)C. The product is [N+:16]([C:19]1[CH:26]=[CH:25][C:22]([CH2:23][CH:2]([C:3]([O:5][CH:6]([CH3:7])[CH3:8])=[O:4])[C:1]([O:10][CH:11]([CH3:13])[CH3:12])=[O:9])=[CH:21][CH:20]=1)([O-:18])=[O:17]. The yield is 0.670. (2) The reactants are [F:1][C:2]1[CH:3]=[C:4]2[C:8](=[CH:9][CH:10]=1)[NH:7][N:6]=[C:5]2[I:11].[CH2:12](Br)[C:13]1[CH:18]=[CH:17][CH:16]=[CH:15][CH:14]=1. No catalyst specified. The product is [CH2:12]([N:7]1[C:8]2[C:4](=[CH:3][C:2]([F:1])=[CH:10][CH:9]=2)[C:5]([I:11])=[N:6]1)[C:13]1[CH:18]=[CH:17][CH:16]=[CH:15][CH:14]=1. The yield is 0.750. (3) The reactants are O.[N+:2]([C:5]1[CH:10]=[CH:9][C:8](B(O)O)=[CH:7][CH:6]=1)([O-:4])=[O:3].Br[C:15]1[S:16][C:17]([C:20]([O:22][CH2:23][CH3:24])=[O:21])=[CH:18][N:19]=1.C(=O)(O)[O-].[Na+]. The catalyst is C1C=CC([P]([Pd]([P](C2C=CC=CC=2)(C2C=CC=CC=2)C2C=CC=CC=2)([P](C2C=CC=CC=2)(C2C=CC=CC=2)C2C=CC=CC=2)[P](C2C=CC=CC=2)(C2C=CC=CC=2)C2C=CC=CC=2)(C2C=CC=CC=2)C2C=CC=CC=2)=CC=1.C(OCC)(=O)C.O1CCOCC1. The product is [N+:2]([C:5]1[CH:10]=[CH:9][C:8]([C:15]2[S:16][C:17]([C:20]([O:22][CH2:23][CH3:24])=[O:21])=[CH:18][N:19]=2)=[CH:7][CH:6]=1)([O-:4])=[O:3]. The yield is 0.540. (4) The reactants are [NH2:1][C:2]1[CH:7]=[CH:6][CH:5]=[CH:4][CH:3]=1.C[Al](C)C.[O:12]=[C:13]1[CH:18]=[CH:17][N:16]([C:19]2[CH:24]=[CH:23][CH:22]=[C:21]([C:25]([F:28])([F:27])[F:26])[CH:20]=2)[N:15]=[C:14]1[C:29]([O:31]C)=O. The catalyst is C(Cl)Cl. The product is [O:12]=[C:13]1[CH:18]=[CH:17][N:16]([C:19]2[CH:24]=[CH:23][CH:22]=[C:21]([C:25]([F:26])([F:27])[F:28])[CH:20]=2)[N:15]=[C:14]1[C:29]([NH:1][C:2]1[CH:7]=[CH:6][CH:5]=[CH:4][CH:3]=1)=[O:31]. The yield is 0.300.